From a dataset of Reaction yield outcomes from USPTO patents with 853,638 reactions. Predict the reaction yield, written as a fraction of the theoretical maximum amount of product (1.0 means a 100% yield; for example, 0.34 means a 34% yield). (1) The reactants are Br[C:2]1[S:3][C:4]([C:14]([O:16][CH2:17][CH3:18])=[O:15])=[C:5]([C:7]2[CH:12]=[N:11][C:10]([Cl:13])=[CH:9][N:8]=2)[N:6]=1.[Cl:19][C:20]1[C:24]([Cl:25])=[C:23]([CH3:26])[NH:22][C:21]=1[C:27]([NH:29][C@H:30]1[CH2:35][CH2:34][NH:33][CH2:32][C@H:31]1[O:36][CH3:37])=[O:28].C(N(CC)C(C)C)(C)C.O. The catalyst is CN1CCCC1=O. The product is [Cl:13][C:10]1[N:11]=[CH:12][C:7]([C:5]2[N:6]=[C:2]([N:33]3[CH2:34][CH2:35][C@H:30]([NH:29][C:27]([C:21]4[NH:22][C:23]([CH3:26])=[C:24]([Cl:25])[C:20]=4[Cl:19])=[O:28])[C@H:31]([O:36][CH3:37])[CH2:32]3)[S:3][C:4]=2[C:14]([O:16][CH2:17][CH3:18])=[O:15])=[N:8][CH:9]=1. The yield is 0.900. (2) The reactants are [Cl:1][C:2]1[C:3]([F:29])=[C:4]([NH:8][C:9]2[C:18]3[C:13](=[CH:14][C:15]([O:19][C@@H:20]4[CH2:24][NH:23][C@H:22]([C:25]([O:27][CH3:28])=[O:26])[CH2:21]4)=[CH:16][CH:17]=3)[N:12]=[CH:11][N:10]=2)[CH:5]=[CH:6][CH:7]=1.S([O-])([O-])(=O)=O.[Mg+2].C=O.[C:38]([BH3-])#N.[Na+]. The yield is 0.630. The catalyst is CO. The product is [Cl:1][C:2]1[C:3]([F:29])=[C:4]([NH:8][C:9]2[C:18]3[C:13](=[CH:14][C:15]([O:19][C@@H:20]4[CH2:24][N:23]([CH3:38])[C@H:22]([C:25]([O:27][CH3:28])=[O:26])[CH2:21]4)=[CH:16][CH:17]=3)[N:12]=[CH:11][N:10]=2)[CH:5]=[CH:6][CH:7]=1. (3) The reactants are [CH3:1][O:2][C:3]1[CH:4]=[C:5]2[C:10](=[CH:11][CH:12]=1)[CH:9]([CH2:13][C:14]1[CH:19]=[CH:18][C:17]([O:20][CH2:21][C:22]3[CH:27]=[CH:26][CH:25]=[CH:24][CH:23]=3)=[CH:16][CH:15]=1)[NH:8][CH2:7][CH2:6]2.[C:28]1(=O)[CH2:32][CH2:31][CH2:30][CH2:29]1. No catalyst specified. The product is [CH:28]1([N:8]2[CH2:7][CH2:6][C:5]3[C:10](=[CH:11][CH:12]=[C:3]([O:2][CH3:1])[CH:4]=3)[CH:9]2[CH2:13][C:14]2[CH:19]=[CH:18][C:17]([O:20][CH2:21][C:22]3[CH:27]=[CH:26][CH:25]=[CH:24][CH:23]=3)=[CH:16][CH:15]=2)[CH2:32][CH2:31][CH2:30][CH2:29]1. The yield is 0.830. (4) The reactants are [Cl:1][C:2]1[CH:7]=[CH:6][C:5]([C:8]2[C:12]([CH2:13][O:14][C:15]3[CH:23]=[CH:22][C:18]([C:19]([OH:21])=O)=[CH:17][N:16]=3)=[CH:11][O:10][N:9]=2)=[CH:4][CH:3]=1.[NH2:24][CH2:25][CH2:26][CH2:27][OH:28]. No catalyst specified. The product is [Cl:1][C:2]1[CH:3]=[CH:4][C:5]([C:8]2[C:12]([CH2:13][O:14][C:15]3[CH:23]=[CH:22][C:18]([C:19]([NH:24][CH2:25][CH2:26][CH2:27][OH:28])=[O:21])=[CH:17][N:16]=3)=[CH:11][O:10][N:9]=2)=[CH:6][CH:7]=1. The yield is 0.600. (5) The reactants are Br[C:2]1[C:7]([CH2:8][O:9][Si:10]([C:13]([CH3:16])([CH3:15])[CH3:14])([CH3:12])[CH3:11])=[CH:6][CH:5]=[CH:4][N:3]=1.[CH3:17][N:18](C=O)C. The product is [Si:10]([O:9][CH2:8][C:7]1[C:2]([C:17]#[N:18])=[N:3][CH:4]=[CH:5][CH:6]=1)([C:13]([CH3:16])([CH3:15])[CH3:14])([CH3:12])[CH3:11]. The catalyst is [C-]#N.[C-]#N.[Zn+2].C1C=CC([P]([Pd]([P](C2C=CC=CC=2)(C2C=CC=CC=2)C2C=CC=CC=2)([P](C2C=CC=CC=2)(C2C=CC=CC=2)C2C=CC=CC=2)[P](C2C=CC=CC=2)(C2C=CC=CC=2)C2C=CC=CC=2)(C2C=CC=CC=2)C2C=CC=CC=2)=CC=1. The yield is 0.820. (6) The reactants are [NH2:1][CH2:2][C@@:3]1([OH:11])[CH:8]2[CH2:9][CH2:10][N:5]([CH2:6][CH2:7]2)[CH2:4]1.CCN(C(C)C)C(C)C.C([O-])([O-])=O.[Cs+].[Cs+].[O:27]1[C:31]2[CH:32]=[CH:33][CH:34]=[CH:35][C:30]=2[N:29]=[C:28]1[N:36]=[C:37](SC)SC. The catalyst is CN(C=O)C. The product is [O:27]1[C:31]2[CH:32]=[CH:33][CH:34]=[CH:35][C:30]=2[N:29]=[C:28]1[NH:36][C:37]1[O:11][C@:3]2([CH2:2][N:1]=1)[CH:8]1[CH2:7][CH2:6][N:5]([CH2:10][CH2:9]1)[CH2:4]2. The yield is 0.900. (7) The reactants are [O:1]1CCO[CH:2]1[C:6]1[CH:7]=[C:8]([CH:21]=[C:22]([CH3:24])[CH:23]=1)[O:9][C:10]1[NH:15][C:14](=[O:16])[NH:13][C:12](=[O:17])[C:11]=1[CH:18]([CH3:20])[CH3:19].CC1C=CC(S([O-])(=O)=O)=CC=1.C1C=C[NH+]=CC=1. The catalyst is O.CC(C)=O. The product is [CH:18]([C:11]1[C:12](=[O:17])[NH:13][C:14](=[O:16])[NH:15][C:10]=1[O:9][C:8]1[CH:7]=[C:6]([CH:23]=[C:22]([CH3:24])[CH:21]=1)[CH:2]=[O:1])([CH3:20])[CH3:19]. The yield is 0.890. (8) The reactants are CO[C:3](=[O:39])[NH:4][CH:5](C1C=CC=CC=1)[C:6](=[O:32])[N:7]1[CH2:11][CH2:10][CH2:9][CH:8]1[C:12]1[NH:13][C:14]([C:17]2[CH:22]=[CH:21][C:20](B3OC(C)(C)C(C)(C)O3)=[CH:19][CH:18]=2)=[CH:15][N:16]=1.[CH3:40][O:41][C:42](=[O:69])[NH:43][CH:44]([C:48]([N:50]1[CH2:54][CH2:53][CH2:52][CH:51]1[C:55]1[NH:56][C:57]([C:60]2[S:64][CH:63]3[CH:65]=[C:66](Br)[S:67][CH:62]3[CH:61]=2)=[CH:58][N:59]=1)=[O:49])[CH:45]([CH3:47])[CH3:46].[C:70]([O-:73])([O-])=O.[K+].[K+]. The catalyst is COCCOC.C1C=CC([P]([Pd]([P](C2C=CC=CC=2)(C2C=CC=CC=2)C2C=CC=CC=2)([P](C2C=CC=CC=2)(C2C=CC=CC=2)C2C=CC=CC=2)[P](C2C=CC=CC=2)(C2C=CC=CC=2)C2C=CC=CC=2)(C2C=CC=CC=2)C2C=CC=CC=2)=CC=1. The yield is 0.460. The product is [CH3:40][O:41][C:42](=[O:69])[NH:43][CH:44]([C:48]([N:50]1[CH2:54][CH2:53][CH2:52][CH:51]1[C:55]1[NH:56][C:57]([C:60]2[S:64][CH:63]3[CH:65]=[C:66]([C:20]4[CH:21]=[CH:22][C:17]([C:14]5[NH:13][C:12]([CH:8]6[CH2:9][CH2:10][CH2:11][N:7]6[C:6](=[O:32])[CH:5]([NH:4][CH2:3][O:39][O:73][CH3:70])[C:17]6[CH:22]=[CH:21][CH:20]=[CH:19][CH:18]=6)=[N:16][CH:15]=5)=[CH:18][CH:19]=4)[S:67][CH:62]3[CH:61]=2)=[CH:58][N:59]=1)=[O:49])[CH:45]([CH3:47])[CH3:46]. (9) The yield is 0.930. The catalyst is C(O)(=O)C. The product is [Cl:24][C:25]1[CH:32]=[CH:31][CH:30]=[C:29]([Cl:33])[C:26]=1[C:27]1[N:13]([OH:14])[C:10]2[C:9]3[CH:15]=[CH:16][N:17]=[CH:18][C:8]=3[NH:7][C:6]3[N:1]=[CH:2][CH:3]=[CH:4][C:5]=3[C:11]=2[N:23]=1. The reactants are [N:1]1[C:6]2[NH:7][C:8]3[CH:18]=[N:17][CH:16]=[CH:15][C:9]=3/[C:10](=[N:13]/[OH:14])/[C:11](=O)[C:5]=2[CH:4]=[CH:3][CH:2]=1.C([O-])(=O)C.[NH4+:23].[Cl:24][C:25]1[CH:32]=[CH:31][CH:30]=[C:29]([Cl:33])[C:26]=1[CH:27]=O. (10) The catalyst is ClCCl. The product is [CH3:14][N:2]([CH3:1])[C:3]([N:5]1[CH2:6][CH2:7][CH:8]([C:11]([NH:25][C:26]2[S:27][C:28]([N:36]3[CH2:37][CH2:38][O:39][CH2:40][CH2:41]3)=[C:29]([C:31]3[O:32][CH:33]=[CH:34][CH:35]=3)[N:30]=2)=[O:13])[CH2:9][CH2:10]1)=[O:4]. The reactants are [CH3:1][N:2]([CH3:14])[C:3]([N:5]1[CH2:10][CH2:9][CH:8]([C:11]([OH:13])=O)[CH2:7][CH2:6]1)=[O:4].S(Cl)(Cl)=O.N1C=CC=CC=1.[NH2:25][C:26]1[S:27][C:28]([N:36]2[CH2:41][CH2:40][O:39][CH2:38][CH2:37]2)=[C:29]([C:31]2[O:32][CH:33]=[CH:34][CH:35]=2)[N:30]=1. The yield is 0.810.